From a dataset of Forward reaction prediction with 1.9M reactions from USPTO patents (1976-2016). Predict the product of the given reaction. (1) The product is: [F:1][C:2]1[C:3]([NH:4][CH2:5][CH2:6][CH2:7][CH2:8][O:9][CH3:10])=[C:11]([CH:12]=[CH:13][CH:14]=1)[NH2:15]. Given the reactants [F:1][C:2]1[CH:14]=[CH:13][CH:12]=[C:11]([N+:15]([O-])=O)[C:3]=1[NH:4][CH2:5][CH2:6][CH2:7][CH2:8][O:9][CH3:10], predict the reaction product. (2) Given the reactants [Cl-].[OH:2][CH2:3][CH2:4][CH2:5][N+:6]1[CH:10]=[CH:9][N:8]([CH3:11])[CH:7]=1, predict the reaction product. The product is: [OH-:2].[OH:2][CH2:3][CH2:4][CH2:5][N+:6]1[CH:10]=[CH:9][N:8]([CH3:11])[CH:7]=1. (3) Given the reactants C(OC(=O)[NH:7][C@H:8]([C:16]1[NH:17][C:18]([Br:21])=[CH:19][N:20]=1)[CH2:9][C:10]1[CH:15]=[CH:14][CH:13]=[CH:12][CH:11]=1)(C)(C)C.C(O)(C(F)(F)F)=O, predict the reaction product. The product is: [Br:21][C:18]1[NH:17][C:16]([C@@H:8]([NH2:7])[CH2:9][C:10]2[CH:11]=[CH:12][CH:13]=[CH:14][CH:15]=2)=[N:20][CH:19]=1. (4) Given the reactants C(OC([NH:8][CH2:9][C:10]1[CH:15]=[CH:14][C:13]([C:16]2[NH:20][C:19](=[O:21])[O:18][N:17]=2)=[CH:12][CH:11]=1)=O)(C)(C)C.[ClH:22].C(OCC)(=O)C, predict the reaction product. The product is: [ClH:22].[NH2:8][CH2:9][C:10]1[CH:11]=[CH:12][C:13]([C:16]2[NH:20][C:19](=[O:21])[O:18][N:17]=2)=[CH:14][CH:15]=1.